This data is from Full USPTO retrosynthesis dataset with 1.9M reactions from patents (1976-2016). The task is: Predict the reactants needed to synthesize the given product. (1) Given the product [C:26]([O:30][C:31](=[O:36])[NH:32][CH2:33][CH2:34][NH:35][C:2]1[N:7]=[C:6]([NH:8][C:9]2[CH:14]=[CH:13][C:12]([O:15][CH3:16])=[C:11]([Cl:17])[CH:10]=2)[N:5]=[C:4]([NH:18][CH:19]2[CH2:25][CH2:24][CH2:23][CH2:22][CH2:21][CH2:20]2)[N:3]=1)([CH3:29])([CH3:27])[CH3:28], predict the reactants needed to synthesize it. The reactants are: Cl[C:2]1[N:7]=[C:6]([NH:8][C:9]2[CH:14]=[CH:13][C:12]([O:15][CH3:16])=[C:11]([Cl:17])[CH:10]=2)[N:5]=[C:4]([NH:18][CH:19]2[CH2:25][CH2:24][CH2:23][CH2:22][CH2:21][CH2:20]2)[N:3]=1.[C:26]([O:30][C:31](=[O:36])[NH:32][CH2:33][CH2:34][NH2:35])([CH3:29])([CH3:28])[CH3:27].[OH-].[Na+].OP([O-])(O)=O.[K+]. (2) Given the product [Cl:27][C:28]1[CH:29]=[CH:30][C:31]([O:32][C:33]2[CH:34]=[CH:35][C:36]([N:39]3[C@@H:43]([C:44]4[CH:49]=[CH:48][CH:47]=[C:46]([C:50]([F:52])([F:51])[F:53])[CH:45]=4)[CH2:42][N:41]([CH2:2][CH2:3][CH2:4][S:5]([N:8]([CH2:9][C:10]4[CH:15]=[CH:14][C:13]([O:16][CH3:17])=[CH:12][CH:11]=4)[CH2:18][C:19]4[CH:24]=[CH:23][C:22]([O:25][CH3:26])=[CH:21][CH:20]=4)(=[O:7])=[O:6])[C:40]3=[O:54])=[CH:37][CH:38]=2)=[CH:55][CH:56]=1, predict the reactants needed to synthesize it. The reactants are: Cl[CH2:2][CH2:3][CH2:4][S:5]([N:8]([CH2:18][C:19]1[CH:24]=[CH:23][C:22]([O:25][CH3:26])=[CH:21][CH:20]=1)[CH2:9][C:10]1[CH:15]=[CH:14][C:13]([O:16][CH3:17])=[CH:12][CH:11]=1)(=[O:7])=[O:6].[Cl:27][C:28]1[CH:56]=[CH:55][C:31]([O:32][C:33]2[CH:38]=[CH:37][C:36]([N:39]3[C@@H:43]([C:44]4[CH:49]=[CH:48][CH:47]=[C:46]([C:50]([F:53])([F:52])[F:51])[CH:45]=4)[CH2:42][NH:41][C:40]3=[O:54])=[CH:35][CH:34]=2)=[CH:30][CH:29]=1.C([O-])([O-])=O.[Cs+].[Cs+].O. (3) Given the product [C:37]([O:36][C:34]([NH:33][C:30]1[CH:29]=[CH:28][C:27]([S:26][C:25]2[CH:24]=[CH:23][C:18]([C:19]([O:21][CH3:22])=[O:20])=[CH:17][C:16]=2[NH:15][C:2]2[C:11]3[C:6](=[CH:7][C:8]([CH:12]([CH3:14])[CH3:13])=[CH:9][CH:10]=3)[N:5]=[CH:4][N:3]=2)=[CH:32][CH:31]=1)=[O:35])([CH3:40])([CH3:38])[CH3:39], predict the reactants needed to synthesize it. The reactants are: Cl[C:2]1[C:11]2[C:6](=[CH:7][C:8]([CH:12]([CH3:14])[CH3:13])=[CH:9][CH:10]=2)[N:5]=[CH:4][N:3]=1.[NH2:15][C:16]1[CH:17]=[C:18]([CH:23]=[CH:24][C:25]=1[S:26][C:27]1[CH:32]=[CH:31][C:30]([NH:33][C:34]([O:36][C:37]([CH3:40])([CH3:39])[CH3:38])=[O:35])=[CH:29][CH:28]=1)[C:19]([O:21][CH3:22])=[O:20]. (4) Given the product [CH2:13]([O:15][CH:16]([O:19][CH2:20][CH3:21])[CH2:17]/[N:18]=[CH:7]/[C:6]1[CH:9]=[CH:10][CH:11]=[C:4]([O:3][CH2:1][CH3:2])[C:5]=1[OH:12])[CH3:14], predict the reactants needed to synthesize it. The reactants are: [CH2:1]([O:3][C:4]1[CH:11]=[CH:10][CH:9]=[C:6]([CH:7]=O)[C:5]=1[OH:12])[CH3:2].[CH2:13]([O:15][CH:16]([O:19][CH2:20][CH3:21])[CH2:17][NH2:18])[CH3:14].O. (5) Given the product [O:1]([C:3]1[CH:8]=[CH:7][C:6]([C:9]2[N:18]=[C:17]([C:19]([N:28]3[CH2:27][CH2:26][C:25]4[C:30](=[CH:31][CH:32]=[C:33]([O:34][CH3:35])[C:24]=4[OH:23])[CH2:29]3)=[O:20])[C:16]3[C:11](=[CH:12][CH:13]=[CH:14][CH:15]=3)[N:10]=2)=[CH:5][CH:4]=1)[CH3:2], predict the reactants needed to synthesize it. The reactants are: [O:1]([C:3]1[CH:8]=[CH:7][C:6]([C:9]2[N:18]=[C:17]([C:19](O)=[O:20])[C:16]3[C:11](=[CH:12][CH:13]=[CH:14][CH:15]=3)[N:10]=2)=[CH:5][CH:4]=1)[CH3:2].Cl.[OH:23][C:24]1[C:33]([O:34][CH3:35])=[CH:32][CH:31]=[C:30]2[C:25]=1[CH2:26][CH2:27][NH:28][CH2:29]2. (6) Given the product [F:16][C:11]1[CH:10]=[C:9]([CH:14]=[CH:13][C:12]=1[F:15])[O:8][C:5]1[CH:6]=[CH:7][C:2]([NH:21][C:20]2[CH:22]=[CH:23][C:24]([N:25]3[CH2:26][CH2:27][O:28][CH2:29][CH2:30]3)=[C:18]([F:17])[CH:19]=2)=[N:3][CH:4]=1, predict the reactants needed to synthesize it. The reactants are: Cl[C:2]1[CH:7]=[CH:6][C:5]([O:8][C:9]2[CH:14]=[CH:13][C:12]([F:15])=[C:11]([F:16])[CH:10]=2)=[CH:4][N:3]=1.[F:17][C:18]1[CH:19]=[C:20]([CH:22]=[CH:23][C:24]=1[N:25]1[CH2:30][CH2:29][O:28][CH2:27][CH2:26]1)[NH2:21].C1(P(C2C=CC=CC=2)C2C3OC4C(=CC=CC=4P(C4C=CC=CC=4)C4C=CC=CC=4)C(C)(C)C=3C=CC=2)C=CC=CC=1.C(=O)([O-])[O-].[Cs+].[Cs+]. (7) Given the product [C:1]([O:5][C:6](=[O:20])[NH:7][C:8]1[CH:13]=[C:12]([Cl:14])[C:11]([C:15]([F:17])([F:18])[F:16])=[CH:10][C:9]=1[NH:19][C:26](=[O:25])[CH2:27][C:28](=[O:49])[C:29]1[CH:34]=[CH:33][CH:32]=[C:31]([C:35]2[CH:40]=[CH:39][N:38]=[C:37]([CH2:41][O:42][CH:43]3[CH2:48][CH2:47][CH2:46][CH2:45][O:44]3)[CH:36]=2)[CH:30]=1)([CH3:4])([CH3:2])[CH3:3], predict the reactants needed to synthesize it. The reactants are: [C:1]([O:5][C:6](=[O:20])[NH:7][C:8]1[CH:13]=[C:12]([Cl:14])[C:11]([C:15]([F:18])([F:17])[F:16])=[CH:10][C:9]=1[NH2:19])([CH3:4])([CH3:3])[CH3:2].C([O:25][C:26](=O)[CH2:27][C:28](=[O:49])[C:29]1[CH:34]=[CH:33][CH:32]=[C:31]([C:35]2[CH:40]=[CH:39][N:38]=[C:37]([CH2:41][O:42][CH:43]3[CH2:48][CH2:47][CH2:46][CH2:45][O:44]3)[CH:36]=2)[CH:30]=1)(C)(C)C. (8) Given the product [C:31]([C:2]1[N:7]=[N:6][CH:5]=[C:4]([N:8]2[CH:12]=[CH:11][C:10]([N:13]3[CH2:18][C:17]([CH3:19])([CH3:20])[O:16][C@H:15]([C@@H:21]([OH:29])[C:22]([O:24][C:25]([CH3:26])([CH3:27])[CH3:28])=[O:23])[C:14]3=[O:30])=[N:9]2)[CH:3]=1)#[N:32], predict the reactants needed to synthesize it. The reactants are: Cl[C:2]1[N:7]=[N:6][CH:5]=[C:4]([N:8]2[CH:12]=[CH:11][C:10]([N:13]3[CH2:18][C:17]([CH3:20])([CH3:19])[O:16][C@H:15]([C@@H:21]([OH:29])[C:22]([O:24][C:25]([CH3:28])([CH3:27])[CH3:26])=[O:23])[C:14]3=[O:30])=[N:9]2)[CH:3]=1.[CH3:31][N:32](C=O)C.